Task: Binary Classification. Given a miRNA mature sequence and a target amino acid sequence, predict their likelihood of interaction.. Dataset: Experimentally validated miRNA-target interactions with 360,000+ pairs, plus equal number of negative samples The miRNA is bta-miR-15a with sequence UAGCAGCACAUAAUGGUUUGU. The protein sequence of the target gene is MDGTIKEALSVVSDDQSLFDSAYGAAAHLPKADMTASGSPDYGQPHKINPLPPQQEWINQPVRVNVKREYDHMNGSRESPVDCSVSKCNKLVGGGEANPMNYNSYMDEKNGPPPPNMTTNERRVIVPADPTLWTQEHVRQWLEWAIKEYGLMEIDTSFFQNMDGKELCKMNKEDFLRATSAYNTEVLLSHLSYLRESSLLAYNTTSHTDQSSRLNVKEDPSYDSVRRGAWNNNMNSGLNKSPLLGGSQTMGKNTEQRPQPDPYQILGPTSSRLANPGSGQIQLWQFLLELLSDSANASCI.... Result: 0 (no interaction).